From a dataset of Full USPTO retrosynthesis dataset with 1.9M reactions from patents (1976-2016). Predict the reactants needed to synthesize the given product. (1) Given the product [Cl:1][C:2]1[CH:3]=[C:4]([C:5]([N:27]2[CH2:31][CH2:30][CH2:29][CH2:28]2)=[O:6])[CH:8]=[CH:9][C:10]=1[C:11]([NH:12][C:13]1[CH:18]=[CH:17][C:16]([Cl:19])=[C:15]([C:20]2[CH:25]=[CH:24][CH:23]=[CH:22][N:21]=2)[CH:14]=1)=[O:26], predict the reactants needed to synthesize it. The reactants are: [Cl:1][C:2]1[CH:3]=[C:4]([CH:8]=[CH:9][C:10]=1[C:11](=[O:26])[NH:12][C:13]1[CH:18]=[CH:17][C:16]([Cl:19])=[C:15]([C:20]2[CH:25]=[CH:24][CH:23]=[CH:22][N:21]=2)[CH:14]=1)[C:5](O)=[O:6].[NH:27]1[CH2:31][CH2:30][CH2:29][CH2:28]1. (2) Given the product [Cl:1][C:2]1[CH:3]=[C:4](/[CH:9]=[CH:10]/[C:11]([N:13]2[CH2:19][CH2:18][C:17](=[O:20])[N:16]([CH2:22][CH2:23][C:24]([N:26]([O:28][CH3:29])[CH3:27])=[O:25])[CH2:15][CH2:14]2)=[O:12])[CH:5]=[CH:6][C:7]=1[Cl:8], predict the reactants needed to synthesize it. The reactants are: [Cl:1][C:2]1[CH:3]=[C:4](/[CH:9]=[CH:10]/[C:11]([N:13]2[CH2:19][CH2:18][C:17](=[O:20])[NH:16][CH2:15][CH2:14]2)=[O:12])[CH:5]=[CH:6][C:7]=1[Cl:8].Br[CH2:22][CH2:23][C:24]([N:26]([O:28][CH3:29])[CH3:27])=[O:25].[H-].[Na+].OS([O-])(=O)=O.[K+]. (3) Given the product [CH3:19][CH:18]([CH3:20])[CH2:17][C@@H:15]([NH:16][C:7](=[O:9])[C:6]1[CH:5]=[CH:4][C:3]([S:2][CH3:1])=[CH:11][CH:10]=1)[C:14]([O:13][CH3:12])=[O:21], predict the reactants needed to synthesize it. The reactants are: [CH3:1][S:2][C:3]1[CH:11]=[CH:10][C:6]([C:7]([OH:9])=O)=[CH:5][CH:4]=1.[CH3:12][O:13][C:14](=[O:21])[C@H:15]([CH2:17][CH:18]([CH3:20])[CH3:19])[NH2:16].